Dataset: Reaction yield outcomes from USPTO patents with 853,638 reactions. Task: Predict the reaction yield, written as a fraction of the theoretical maximum amount of product (1.0 means a 100% yield; for example, 0.34 means a 34% yield). (1) The reactants are Br[C:2]1[CH:3]=[C:4]([C:8]2[CH:13]=[CH:12][CH:11]=[CH:10][C:9]=2[O:14][CH3:15])[CH:5]=[CH:6][CH:7]=1.[Li]CCCC.[B:21](OC(C)C)([O:26]C(C)C)[O:22]C(C)C. The catalyst is C1COCC1.O. The product is [CH3:15][O:14][C:9]1[CH:10]=[CH:11][CH:12]=[CH:13][C:8]=1[C:4]1[CH:5]=[CH:6][CH:7]=[C:2]([B:21]([OH:26])[OH:22])[CH:3]=1. The yield is 0.692. (2) The product is [CH:22]([N:18]1[C:17]([C:11]2[S:12][C:13]3[CH2:14][CH2:15][O:16][C:7]4[CH:6]=[C:5]([CH2:3][OH:2])[CH:26]=[CH:25][C:8]=4[C:9]=3[N:10]=2)=[N:21][CH:20]=[N:19]1)([CH3:24])[CH3:23]. The yield is 0.990. The catalyst is C1COCC1. The reactants are C[O:2][C:3]([C:5]1[CH:26]=[CH:25][C:8]2[C:9]3[N:10]=[C:11]([C:17]4[N:18]([CH:22]([CH3:24])[CH3:23])[N:19]=[CH:20][N:21]=4)[S:12][C:13]=3[CH2:14][CH2:15][O:16][C:7]=2[CH:6]=1)=O.[H-].C([Al+]CC(C)C)C(C)C.CO.C(C(C(C([O-])=O)O)O)([O-])=O.[Na+].[K+]. (3) The reactants are BrC1[CH:3]=[C:4]2[C:9](=[CH:10]C=1)[N:8](C1CCC(=O)CC1)[CH2:7]CC2.CN1CCC(N2C3C(=CC(NC(C4SC=CC=4)=N)=CC=3)CC2)C1.O1CCN([CH2:48][CH2:49][N:50]2[C:59]3[C:54](=[CH:55][C:56]([NH:60][C:61]([C:63]4[S:64][CH:65]=[CH:66][CH:67]=4)=[NH:62])=[CH:57][CH:58]=3)[CH2:53][CH2:52][CH2:51]2)CC1.CN1CCC(N2CCCCC3C=C(NC(C4SC=CC=4)=N)C=CC2=3)C1. The catalyst is CO.Cl. The product is [CH3:7][NH:8][CH:9]1[CH2:4][CH2:3][CH:49]([N:50]2[C:59]3[C:54](=[CH:55][C:56]([NH:60][C:61]([C:63]4[S:64][CH:65]=[CH:66][CH:67]=4)=[NH:62])=[CH:57][CH:58]=3)[CH2:53][CH2:52][CH2:51]2)[CH2:48][CH2:10]1. The yield is 0.550. (4) The reactants are [OH:1][CH:2]1[C:6]2[N:7]=[CH:8][N:9]=[C:10]([N:11]3[CH2:16][CH2:15][N:14](C(OC(C)(C)C)=O)[CH2:13][CH2:12]3)[C:5]=2[CH2:4][CH2:3]1.[ClH:24]. The catalyst is C(Cl)Cl.O1CCOCC1. The product is [ClH:24].[ClH:24].[N:11]1([C:10]2[C:5]3[CH2:4][CH2:3][CH:2]([OH:1])[C:6]=3[N:7]=[CH:8][N:9]=2)[CH2:12][CH2:13][NH:14][CH2:15][CH2:16]1. The yield is 0.980. (5) The reactants are Br[C:2]1[CH:7]=[CH:6][CH:5]=[CH:4][C:3]=1[O:8][Si:9]([C:12]([CH3:15])([CH3:14])[CH3:13])([CH3:11])[CH3:10].[C:16]([Li])(C)(C)C.[CH3:21][O:22]N(C)[C:24]([C@@H:26]1[CH2:31][CH2:30]CN(C(OC(C)(C)C)=O)C1)=[O:25].[Cl-].[NH4+].O(C1C=[CH:54][CH:53]=[CH:52][C:51]=1[C:56]([C@@H:58]1[CH2:63][CH2:62][CH2:61][N:60]([C:64]([O:66][C:67]([CH3:70])([CH3:69])[CH3:68])=[O:65])[CH2:59]1)=[O:57])[Si](C(C)(C)C)(C)C.[OH:71][C:72]1[CH:77]=[CH:76][CH:75]=[CH:74][C:73]=1[C:78]([C@@H:80]1[CH2:85][CH2:84][CH2:83][N:82]([C:86]([O:88][C:89]([CH3:92])([CH3:91])[CH3:90])=[O:87])[CH2:81]1)=[O:79].[Cl-]. The catalyst is CCOCC.O1CCCC1. The product is [OH:57][C@:56]([C:2]1[CH:7]=[CH:6][CH:5]=[CH:4][C:3]=1[O:8][Si:9]([C:12]([CH3:15])([CH3:14])[CH3:13])([CH3:11])[CH3:10])([C@@H:58]1[CH2:63][CH2:62][CH2:61][N:60]([C:64]([O:66][C:67]([CH3:68])([CH3:69])[CH3:70])=[O:65])[CH2:59]1)[CH2:51][CH2:52][CH2:53][CH2:54][O:22][CH3:21].[OH:79][C@:78]([C:73]1[CH:74]=[CH:75][CH:76]=[CH:77][C:72]=1[OH:71])([C@@H:80]1[CH2:85][CH2:84][CH2:83][N:82]([C:86]([O:88][C:89]([CH3:92])([CH3:91])[CH3:90])=[O:87])[CH2:81]1)[CH2:30][CH2:31][CH2:26][CH2:24][O:25][CH3:16]. The yield is 0.470.